Task: Predict the reaction yield, written as a fraction of the theoretical maximum amount of product (1.0 means a 100% yield; for example, 0.34 means a 34% yield).. Dataset: Reaction yield outcomes from USPTO patents with 853,638 reactions (1) The reactants are [F:1][C:2]1[CH:7]=[CH:6][CH:5]=[C:4]([F:8])[C:3]=1[N:9]1[C:14]2[N:15]=[C:16](S(C)=O)[N:17]=[C:18]([C:19]3[CH:20]=[C:21]([CH:30]=[CH:31][C:32]=3[CH3:33])[C:22]([NH:24][C:25]3[S:26][CH:27]=[CH:28][N:29]=3)=[O:23])[C:13]=2[CH:12]=[CH:11][C:10]1=[O:37].C[CH2:39][N:40](CC)CC.Cl.Cl.[NH:47]1[CH:51]=[CH:50][N:49]=[C:48]1NC. The catalyst is C(Cl)Cl. The product is [F:8][C:4]1[CH:5]=[CH:6][CH:7]=[C:2]([F:1])[C:3]=1[N:9]1[C:14]2[N:15]=[C:16]([NH:40][CH2:39][C:48]3[NH:47][CH:51]=[CH:50][N:49]=3)[N:17]=[C:18]([C:19]3[CH:20]=[C:21]([CH:30]=[CH:31][C:32]=3[CH3:33])[C:22]([NH:24][C:25]3[S:26][CH:27]=[CH:28][N:29]=3)=[O:23])[C:13]=2[CH:12]=[CH:11][C:10]1=[O:37]. The yield is 0.850. (2) The reactants are [CH:1]12[NH:10][CH:5]([CH2:6][C:7](=[O:9])[CH2:8]1)[CH2:4][O:3][CH2:2]2.CCN(CC)CC.[Cl:18][C:19]1[CH:24]=[CH:23][C:22]([S:25](Cl)(=[O:27])=[O:26])=[CH:21][CH:20]=1. The catalyst is ClCCl. The product is [Cl:18][C:19]1[CH:24]=[CH:23][C:22]([S:25]([N:10]2[CH:5]3[CH2:6][C:7](=[O:9])[CH2:8][CH:1]2[CH2:2][O:3][CH2:4]3)(=[O:27])=[O:26])=[CH:21][CH:20]=1. The yield is 0.700. (3) The reactants are [O:1]1[C:9]2[CH:8]=[CH:7][N:6]=[CH:5][C:4]=2[N:3]=[C:2]1[C:10]1[CH:19]=[CH:18][C:13]([C:14]([O:16]C)=[O:15])=[CH:12][CH:11]=1.[Li+:20].[OH-]. The catalyst is CO.C1COCC1. The product is [O:1]1[C:9]2[CH:8]=[CH:7][N:6]=[CH:5][C:4]=2[N:3]=[C:2]1[C:10]1[CH:11]=[CH:12][C:13]([C:14]([O-:16])=[O:15])=[CH:18][CH:19]=1.[Li+:20]. The yield is 0.800. (4) The reactants are [NH2:1][C:2]1[CH:3]=[C:4]([NH:22][C:23](=[O:32])[O:24][CH2:25][C:26]2[CH:31]=[CH:30][CH:29]=[CH:28][CH:27]=2)[CH:5]=[N:6][C:7]=1[S:8](=[O:21])(=[O:20])[NH:9][C:10]1[CH:11]=[CH:12][C:13]2[CH2:17][O:16][B:15]([OH:18])[C:14]=2[CH:19]=1.Cl[C:34]1[CH:39]=[CH:38][C:37]([N+:40]([O-:42])=[O:41])=[CH:36][N:35]=1.C(=O)([O-])[O-].[K+].[K+]. The catalyst is O1CCOCC1.C1C=CC(/C=C/C(/C=C/C2C=CC=CC=2)=O)=CC=1.C1C=CC(/C=C/C(/C=C/C2C=CC=CC=2)=O)=CC=1.C1C=CC(/C=C/C(/C=C/C2C=CC=CC=2)=O)=CC=1.[Pd].[Pd].CC1(C)C2C(=C(P(C3C=CC=CC=3)C3C=CC=CC=3)C=CC=2)OC2C(P(C3C=CC=CC=3)C3C=CC=CC=3)=CC=CC1=2. The product is [OH:18][B:15]1[C:14]2[CH:19]=[C:10]([NH:9][S:8]([C:7]3[N:6]=[CH:5][C:4]([NH:22][C:23](=[O:32])[O:24][CH2:25][C:26]4[CH:27]=[CH:28][CH:29]=[CH:30][CH:31]=4)=[CH:3][C:2]=3[NH:1][C:34]3[CH:39]=[CH:38][C:37]([N+:40]([O-:42])=[O:41])=[CH:36][N:35]=3)(=[O:21])=[O:20])[CH:11]=[CH:12][C:13]=2[CH2:17][O:16]1. The yield is 0.710.